Dataset: Full USPTO retrosynthesis dataset with 1.9M reactions from patents (1976-2016). Task: Predict the reactants needed to synthesize the given product. Given the product [CH3:17][C@H:16]1[C:9]2[C:8]([N:7]3[CH2:6][CH2:5][NH:4][CH2:3][C@@H:2]3[CH3:1])=[N:13][CH:12]=[N:11][C:10]=2[CH2:14][S:15]1, predict the reactants needed to synthesize it. The reactants are: [CH3:1][C@@H:2]1[N:7]([C:8]2[C:9]3[C@H:16]([CH3:17])[S:15][CH2:14][C:10]=3[N:11]=[CH:12][N:13]=2)[CH2:6][CH2:5][N:4](C(OC(C)(C)C)=O)[CH2:3]1.Cl.